Dataset: Full USPTO retrosynthesis dataset with 1.9M reactions from patents (1976-2016). Task: Predict the reactants needed to synthesize the given product. Given the product [C:1]12([CH2:11][NH:40][C:41]3[C:30]4[CH2:31][CH2:32][N:27]([C:52]([CH:49]5[CH2:51][CH2:50]5)=[O:53])[CH2:28][C:29]=4[N:25]=[CH:43][N:42]=3)[CH2:2][CH:3]3[CH2:9][CH:7]([CH2:6][CH:5]([CH2:4]3)[CH2:10]1)[CH2:8]2, predict the reactants needed to synthesize it. The reactants are: [C:1]12([CH2:11]C3N=C(N)C4CCNCC=4N=3)[CH2:10][CH:5]3[CH2:6][CH:7]([CH2:9][CH:3]([CH2:4]3)[CH2:2]1)[CH2:8]2.O.O[N:25]1[C:29]2[CH:30]=[CH:31][CH:32]=C[C:28]=2[N:27]=N1.Cl.CN(C)CCC[N:40]=[C:41]=[N:42][CH2:43]C.C(Cl)Cl.[CH:49]1([C:52](O)=[O:53])[CH2:51][CH2:50]1.